Dataset: Merck oncology drug combination screen with 23,052 pairs across 39 cell lines. Task: Regression. Given two drug SMILES strings and cell line genomic features, predict the synergy score measuring deviation from expected non-interaction effect. Drug 1: NC1(c2ccc(-c3nc4ccn5c(=O)[nH]nc5c4cc3-c3ccccc3)cc2)CCC1. Drug 2: Cn1cc(-c2cnn3c(N)c(Br)c(C4CCCNC4)nc23)cn1. Cell line: A2780. Synergy scores: synergy=24.8.